Dataset: Reaction yield outcomes from USPTO patents with 853,638 reactions. Task: Predict the reaction yield, written as a fraction of the theoretical maximum amount of product (1.0 means a 100% yield; for example, 0.34 means a 34% yield). (1) The reactants are [OH:1][C:2]1[CH:7]=[CH:6][C:5]([N:8]2[C:13](=[O:14])[C:12]([CH2:15][C:16]3[CH:21]=[CH:20][C:19]([C:22]4[C:23]([C:28]#[N:29])=[CH:24][CH:25]=[CH:26][CH:27]=4)=[CH:18][CH:17]=3)=[C:11]([CH2:30][CH2:31][CH3:32])[N:10]=[C:9]2[CH3:33])=[CH:4][CH:3]=1.[O:34]1[CH2:38][CH2:37][CH:36](O)[CH2:35]1.C1(P(C2C=CC=CC=2)C2C=CC=CC=2)C=CC=CC=1.[N:60]([C:61]([O:63]C(C)C)=[O:62])=[N:60][C:61]([O:63]C(C)C)=[O:62]. The catalyst is O1CCCC1.O.C(OCC)(=O)C. The product is [CH3:33][C:9]1[N:8]([C:5]2[CH:4]=[CH:3][C:2]([O:1][CH:36]3[CH2:37][CH2:38][O:34][CH2:35]3)=[CH:7][CH:6]=2)[C:13](=[O:14])[C:12]([CH2:15][C:16]2[CH:21]=[CH:20][C:19]([C:22]3[CH:27]=[CH:26][CH:25]=[CH:24][C:23]=3[C:28]3[NH:60][C:61](=[O:62])[O:63][N:29]=3)=[CH:18][CH:17]=2)=[C:11]([CH2:30][CH2:31][CH3:32])[N:10]=1. The yield is 0.530. (2) The reactants are S(Cl)(Cl)=O.[C:5]([O:8][CH2:9][C:10]([CH3:40])([CH3:39])[CH2:11][N:12]1[C:18]2[CH:19]=[CH:20][C:21]([Cl:23])=[CH:22][C:17]=2[C@@H:16]([C:24]2[CH:29]=[CH:28][CH:27]=C(OC)C=2OC)[O:15][C@H:14]([CH2:34][C:35](O)=[O:36])[C:13]1=[O:38])(=[O:7])[CH3:6].Cl.[NH2:42][C:43]1[CH:44]=[C:45]([C:53]([O:55][CH2:56][CH3:57])=[O:54])[C:46]2[C:51]([CH:52]=1)=[CH:50][CH:49]=[CH:48][CH:47]=2.[CH2:58](N(CC)CC)C. The catalyst is O1CCCC1.C(OCC)(=O)C.CN(C)C=O. The product is [C:5]([O:8][CH2:9][C:10]([CH3:39])([CH3:40])[CH2:11][N:12]1[C:18]2[CH:19]=[CH:20][C:21]([Cl:23])=[CH:22][C:17]=2[C@H:16]([CH2:24][CH:29]([CH3:58])[CH2:28][CH3:27])[O:15][C@H:14]([CH2:34][C:35]([NH:42][C:43]2[CH:44]=[C:45]([C:53]([O:55][CH2:56][CH3:57])=[O:54])[C:46]3[C:51]([CH:52]=2)=[CH:50][CH:49]=[CH:48][CH:47]=3)=[O:36])[C:13]1=[O:38])(=[O:7])[CH3:6]. The yield is 0.560. (3) The reactants are [NH2:1][C:2]1[C:3]([C:7]2[N:8]([CH2:30][CH3:31])[C:9]3[C:14]([O:15][CH2:16][C@H:17]4[O:22][CH2:21][CH2:20][NH:19][CH2:18]4)=[CH:13][N:12]=[C:11]([C:23]#[C:24][C:25]([CH3:28])([OH:27])[CH3:26])[C:10]=3[N:29]=2)=[N:4][O:5][N:6]=1.C=O.[C:34](O)(=O)C.C(O[BH-](OC(=O)C)OC(=O)C)(=O)C.[Na+]. The catalyst is CO. The product is [NH2:1][C:2]1[C:3]([C:7]2[N:8]([CH2:30][CH3:31])[C:9]3[C:14]([O:15][CH2:16][C@H:17]4[O:22][CH2:21][CH2:20][N:19]([CH3:34])[CH2:18]4)=[CH:13][N:12]=[C:11]([C:23]#[C:24][C:25]([CH3:26])([OH:27])[CH3:28])[C:10]=3[N:29]=2)=[N:4][O:5][N:6]=1. The yield is 0.770. (4) The reactants are F[C:2]1[CH:22]=[C:21]([NH:23]C(=O)CC([NH:23][C:21]2[CH:22]=[CH:2][C:3](F)=[CH:19][CH:20]=2)C(F)(F)F)[CH:20]=[CH:19][C:3]=1OC1N=CN=C(NC(N2CCCC2)=O)C=1.[F:40][C:41]([F:71])([F:70])[CH:42]([NH:47][C:48]1[CH:53]=[CH:52][C:51]([O:54][C:55]2[CH:60]=[C:59]([NH:61][C:62]([N:64]3[CH2:68][CH2:67][CH2:66][CH2:65]3)=[O:63])[N:58]=[CH:57][N:56]=2)=[C:50]([F:69])[CH:49]=1)[CH2:43][C:44]([OH:46])=O.NC1C=CC(OC2N=CN=C(NC(N3CCCC3)=O)C=2)=C(F)C=1.NC1C=CC=CC=1. No catalyst specified. The product is [F:69][C:50]1[CH:49]=[C:48]([NH:47][CH:42]([CH2:43][C:44](=[O:46])[NH:23][C:21]2[CH:22]=[CH:2][CH:3]=[CH:19][CH:20]=2)[C:41]([F:40])([F:71])[F:70])[CH:53]=[CH:52][C:51]=1[O:54][C:55]1[N:56]=[CH:57][N:58]=[C:59]([NH:61][C:62]([N:64]2[CH2:68][CH2:67][CH2:66][CH2:65]2)=[O:63])[CH:60]=1. The yield is 0.190. (5) The product is [CH2:1]([S:3][C:4]1[C:13]([C:14]([NH:16][CH2:17][C:18]2[CH:23]=[CH:22][CH:21]=[CH:20][C:19]=2[OH:24])=[O:15])=[C:12]([CH3:26])[C:11]2[C:6](=[CH:7][C:8]([C:27]([F:30])([F:28])[F:29])=[CH:9][CH:10]=2)[N:5]=1)[CH3:2]. The reactants are [CH2:1]([S:3][C:4]1[C:13]([C:14]([NH:16][CH2:17][C:18]2[CH:23]=[CH:22][CH:21]=[CH:20][C:19]=2[O:24]C)=[O:15])=[C:12]([CH3:26])[C:11]2[C:6](=[CH:7][C:8]([C:27]([F:30])([F:29])[F:28])=[CH:9][CH:10]=2)[N:5]=1)[CH3:2].B(Br)(Br)Br.CCCCCC. The catalyst is C(Cl)Cl.O. The yield is 0.700.